Regression. Given two drug SMILES strings and cell line genomic features, predict the synergy score measuring deviation from expected non-interaction effect. From a dataset of NCI-60 drug combinations with 297,098 pairs across 59 cell lines. Drug 1: CNC(=O)C1=CC=CC=C1SC2=CC3=C(C=C2)C(=NN3)C=CC4=CC=CC=N4. Drug 2: CC1CCC2CC(C(=CC=CC=CC(CC(C(=O)C(C(C(=CC(C(=O)CC(OC(=O)C3CCCCN3C(=O)C(=O)C1(O2)O)C(C)CC4CCC(C(C4)OC)O)C)C)O)OC)C)C)C)OC. Cell line: NCIH23. Synergy scores: CSS=19.1, Synergy_ZIP=-2.29, Synergy_Bliss=0.331, Synergy_Loewe=-13.9, Synergy_HSA=-0.312.